Task: Predict the reactants needed to synthesize the given product.. Dataset: Full USPTO retrosynthesis dataset with 1.9M reactions from patents (1976-2016) Given the product [CH3:1][O:2][C:3](=[O:36])[C@H:4]([CH2:16][C:17]1[CH:22]=[CH:21][C:20]([C:23]2[C:28]([O:29][CH3:30])=[CH:27][CH:26]=[CH:25][C:24]=2[O:31][CH3:32])=[C:19]([NH2:33])[CH:18]=1)[NH:5][C:6](=[O:15])[C:7]1[C:12]([Cl:13])=[CH:11][CH:10]=[CH:9][C:8]=1[Cl:14], predict the reactants needed to synthesize it. The reactants are: [CH3:1][O:2][C:3](=[O:36])[C@H:4]([CH2:16][C:17]1[CH:22]=[CH:21][C:20]([C:23]2[C:28]([O:29][CH3:30])=[CH:27][CH:26]=[CH:25][C:24]=2[O:31][CH3:32])=[C:19]([N+:33]([O-])=O)[CH:18]=1)[NH:5][C:6](=[O:15])[C:7]1[C:12]([Cl:13])=[CH:11][CH:10]=[CH:9][C:8]=1[Cl:14].